This data is from Reaction yield outcomes from USPTO patents with 853,638 reactions. The task is: Predict the reaction yield, written as a fraction of the theoretical maximum amount of product (1.0 means a 100% yield; for example, 0.34 means a 34% yield). (1) The reactants are C([Si](C(C)C)(C(C)C)[N:5]1[CH:9]=[CH:8][C:7](B(O)O)=[CH:6]1)(C)C.I[C:20]1[CH:29]=[CH:28][C:23]([C:24]([O:26][CH3:27])=[O:25])=[CH:22][CH:21]=1.[F-].[Cs+]. The catalyst is C(COC)OC.O.Cl[Pd](Cl)([P](C1C=CC=CC=1)(C1C=CC=CC=1)C1C=CC=CC=1)[P](C1C=CC=CC=1)(C1C=CC=CC=1)C1C=CC=CC=1. The product is [NH:5]1[CH:9]=[CH:8][C:7]([C:20]2[CH:29]=[CH:28][C:23]([C:24]([O:26][CH3:27])=[O:25])=[CH:22][CH:21]=2)=[CH:6]1. The yield is 0.580. (2) The reactants are [CH3:1][NH:2][C:3]([NH2:5])=[O:4].N#N.[H-].[Na+].[F:10][C:11]1[CH:12]=[C:13]([CH:25]=[CH:26][CH:27]=1)[CH2:14][C:15]([CH3:24])([C:20]([O:22]C)=O)[C:16]([O:18]C)=O. The catalyst is CN(C=O)C. The product is [F:10][C:11]1[CH:12]=[C:13]([CH:25]=[CH:26][CH:27]=1)[CH2:14][C:15]1([CH3:24])[C:16](=[O:18])[N:2]([CH3:1])[C:3](=[O:4])[NH:5][C:20]1=[O:22]. The yield is 0.400. (3) The reactants are [F:1][C:2]([F:21])([F:20])[C:3]([F:19])([C:8]1[CH:14]=[CH:13][C:11]([NH2:12])=[C:10]([C:15]([F:18])([F:17])[F:16])[CH:9]=1)[C:4]([F:7])([F:6])[F:5].CN(C=O)C.[Br:27]N1C(=O)CCC1=O. The catalyst is O. The product is [Br:27][C:13]1[CH:14]=[C:8]([C:3]([F:19])([C:4]([F:7])([F:6])[F:5])[C:2]([F:20])([F:21])[F:1])[CH:9]=[C:10]([C:15]([F:16])([F:17])[F:18])[C:11]=1[NH2:12]. The yield is 0.800. (4) The reactants are C([O:8][CH2:9][C@@H:10]1[O:14][C:13](=[O:15])[N:12]([CH2:16][C@@H:17]2[C@H:20]([NH:21][C:22](=[O:49])/[C:23](=[N:37]\[O:38][C:39]([CH3:48])([CH3:47])[C:40]([O:42]C(C)(C)C)=[O:41])/[C:24]3[N:25]=[C:26]([NH:29]C(OC(C)(C)C)=O)[S:27][CH:28]=3)[C:19](=[O:50])[N:18]2[S:51]([OH:54])(=[O:53])=[O:52])[CH2:11]1)C1C=CC=CC=1.C(OC[C@@H]1OC(=O)N(C[C@@H]2[C@H](NC(=O)/C(=N\OC(C)(C)C(OC(C)(C)C)=O)/C3N=C(NC(OC(C)(C)C)=O)SC=3)C(=O)N2)C1)C1C=CC=CC=1.B(Cl)(Cl)Cl. The catalyst is C(Cl)Cl. The product is [NH2:29][C:26]1[S:27][CH:28]=[C:24](/[C:23](=[N:37]/[O:38][C:39]([CH3:48])([CH3:47])[C:40]([OH:42])=[O:41])/[C:22]([NH:21][C@@H:20]2[C:19](=[O:50])[N:18]([S:51]([OH:54])(=[O:53])=[O:52])[C@@H:17]2[CH2:16][N:12]2[CH2:11][C@H:10]([CH2:9][OH:8])[O:14][C:13]2=[O:15])=[O:49])[N:25]=1. The yield is 0.0200. (5) The reactants are [Cl:1][C:2]1[C:3]([N:17]2[CH2:22][CH2:21][CH:20]([C:23]([O:25]C)=[O:24])[CH2:19][CH2:18]2)=[N:4][CH:5]=[C:6]([C:10]2[O:11][C:12]([CH2:15][CH3:16])=[CH:13][N:14]=2)[C:7]=1[O:8][CH3:9].[OH-].[Li+]. The product is [Cl:1][C:2]1[C:3]([N:17]2[CH2:18][CH2:19][CH:20]([C:23]([OH:25])=[O:24])[CH2:21][CH2:22]2)=[N:4][CH:5]=[C:6]([C:10]2[O:11][C:12]([CH2:15][CH3:16])=[CH:13][N:14]=2)[C:7]=1[O:8][CH3:9]. The catalyst is C1COCC1. The yield is 1.00. (6) No catalyst specified. The reactants are [CH3:1][O:2][C:3]1[CH:8]=[CH:7][C:6]([C:9]2[N:10]=[C:11]([NH2:15])[S:12][C:13]=2[CH3:14])=[CH:5][CH:4]=1.[CH3:16][O:17][C:18]1[CH:19]=[C:20]([CH:24]=[C:25]([O:29][CH3:30])[C:26]=1[O:27][CH3:28])[C:21](Cl)=[O:22]. The yield is 0.630. The product is [CH3:30][O:29][C:25]1[CH:24]=[C:20]([CH:19]=[C:18]([O:17][CH3:16])[C:26]=1[O:27][CH3:28])[C:21]([NH:15][C:11]1[S:12][C:13]([CH3:14])=[C:9]([C:6]2[CH:5]=[CH:4][C:3]([O:2][CH3:1])=[CH:8][CH:7]=2)[N:10]=1)=[O:22]. (7) The reactants are [CH2:1]([CH:3]([CH2:21][CH2:22][CH2:23][CH3:24])[CH2:4][O:5][C:6]1[CH:7]=[C:8]([N:12]2[C:17]([CH3:18])=[CH:16][C:15](=O)[CH:14]=[C:13]2[CH3:20])[CH:9]=[CH:10][CH:11]=1)[CH3:2].[C:25]([C:27]1[C:28](=[C:35]([C:38]#[N:39])[C:36]#[N:37])[O:29][C:30]([CH3:34])([CH3:33])[C:31]=1[CH3:32])#[N:26].C(OC(=O)C)(=O)C. The catalyst is O. The product is [C:25]([CH:27]1[C:31](=[C:32]=[C:15]2[CH:16]=[C:17]([CH3:18])[N:12]([C:8]3[CH:9]=[CH:10][CH:11]=[C:6]([O:5][CH2:4][CH:3]([CH2:1][CH3:2])[CH2:21][CH2:22][CH2:23][CH3:24])[CH:7]=3)[C:13]([CH3:20])=[CH:14]2)[C:30]([CH3:34])([CH3:33])[O:29][C:28]1=[C:35]([C:36]#[N:37])[C:38]#[N:39])#[N:26]. The yield is 0.180. (8) The reactants are [F:1][C:2]1[CH:7]=[CH:6][C:5]([NH:8][C:9]([C:11]2([C:14]([NH:16][C:17]3[CH:22]=[CH:21][C:20]([O:23][C:24]4[C:33]5[C:28](=[CH:29][C:30]([OH:36])=[C:31]([O:34][CH3:35])[CH:32]=5)[N:27]=[CH:26][N:25]=4)=[C:19]([F:37])[CH:18]=3)=[O:15])[CH2:13][CH2:12]2)=[O:10])=[CH:4][CH:3]=1.O[CH2:39][CH2:40][CH2:41][N:42]1[CH2:47][CH2:46][O:45][CH2:44][CH2:43]1.C1(P(C2C=CC=CC=2)C2C=CC=CC=2)C=CC=CC=1.N(C(OC(C)C)=O)=NC(OC(C)C)=O. The catalyst is ClCCl. The product is [F:37][C:19]1[CH:18]=[C:17]([NH:16][C:14]([C:11]2([C:9]([NH:8][C:5]3[CH:4]=[CH:3][C:2]([F:1])=[CH:7][CH:6]=3)=[O:10])[CH2:13][CH2:12]2)=[O:15])[CH:22]=[CH:21][C:20]=1[O:23][C:24]1[C:33]2[C:28](=[CH:29][C:30]([O:36][CH2:39][CH2:40][CH2:41][N:42]3[CH2:47][CH2:46][O:45][CH2:44][CH2:43]3)=[C:31]([O:34][CH3:35])[CH:32]=2)[N:27]=[CH:26][N:25]=1. The yield is 0.470. (9) The reactants are [F:1][C:2]1[CH:7]=[C:6]([N:8]2[CH2:12][CH:11]([C:13]([OH:15])=O)[N:10]([CH3:16])[C:9]2=[O:17])[CH:5]=[CH:4][N:3]=1.C(N1CCOCC1)C.O.ON1C2C=CC=CC=2N=N1.Cl.C(N=C=NCCCN(C)C)C.[Cl:49][C:50]1[CH:55]=[C:54]([Cl:56])[CH:53]=[CH:52][C:51]=1[CH2:57][NH2:58]. The catalyst is ClCCl. The product is [Cl:49][C:50]1[CH:55]=[C:54]([Cl:56])[CH:53]=[CH:52][C:51]=1[CH2:57][NH:58][C:13]([CH:11]1[CH2:12][N:8]([C:6]2[CH:5]=[CH:4][N:3]=[C:2]([F:1])[CH:7]=2)[C:9](=[O:17])[N:10]1[CH3:16])=[O:15]. The yield is 0.303.